From a dataset of Acute oral toxicity (LD50) regression data from Zhu et al.. Regression/Classification. Given a drug SMILES string, predict its toxicity properties. Task type varies by dataset: regression for continuous values (e.g., LD50, hERG inhibition percentage) or binary classification for toxic/non-toxic outcomes (e.g., AMES mutagenicity, cardiotoxicity, hepatotoxicity). Dataset: ld50_zhu. (1) The molecule is CON(C)C(=O)CC(SP(=S)(OC)OC)C(=O)N(C)OC. The rat oral LD50 is 4.41, given as -log10 of the dose in mol/kg body weight (higher means more acutely toxic). (2) The rat oral LD50 is 2.61, given as -log10 of the dose in mol/kg body weight (higher means more acutely toxic). The drug is O=C1c2cccc(Br)c2C(=O)C1c1ccccc1. (3) The drug is NC1(C(=O)O)CCCC1. The rat oral LD50 is 2.65, given as -log10 of the dose in mol/kg body weight (higher means more acutely toxic). (4) The drug is CCC(C)(C)OC(=O)Nc1ccco1. The rat oral LD50 is 3.02, given as -log10 of the dose in mol/kg body weight (higher means more acutely toxic). (5) The molecule is COc1cc2c(cc1OC)C1CC(=O)C(CCC#N)CN1CC2. The rat oral LD50 is 2.71, given as -log10 of the dose in mol/kg body weight (higher means more acutely toxic). (6) The molecule is CCC1OC1(C)C. The rat oral LD50 is 1.46, given as -log10 of the dose in mol/kg body weight (higher means more acutely toxic). (7) The compound is C=Cc1ccc(C)cc1. The rat oral LD50 is 1.72, given as -log10 of the dose in mol/kg body weight (higher means more acutely toxic). (8) The molecule is CCCCCCCCCCCCOC(=O)c1cc(O)c(O)c(O)c1. The rat oral LD50 is 1.83, given as -log10 of the dose in mol/kg body weight (higher means more acutely toxic).